From a dataset of TCR-epitope binding with 47,182 pairs between 192 epitopes and 23,139 TCRs. Binary Classification. Given a T-cell receptor sequence (or CDR3 region) and an epitope sequence, predict whether binding occurs between them. The epitope is GTITSGWTF. The TCR CDR3 sequence is CASSPRDGVTQYF. Result: 0 (the TCR does not bind to the epitope).